Dataset: NCI-60 drug combinations with 297,098 pairs across 59 cell lines. Task: Regression. Given two drug SMILES strings and cell line genomic features, predict the synergy score measuring deviation from expected non-interaction effect. (1) Drug 1: CC1C(C(CC(O1)OC2CC(CC3=C2C(=C4C(=C3O)C(=O)C5=C(C4=O)C(=CC=C5)OC)O)(C(=O)C)O)N)O.Cl. Drug 2: C1=NC(=NC(=O)N1C2C(C(C(O2)CO)O)O)N. Cell line: HCT-15. Synergy scores: CSS=9.75, Synergy_ZIP=-2.59, Synergy_Bliss=3.95, Synergy_Loewe=0.999, Synergy_HSA=1.43. (2) Drug 1: CC12CCC(CC1=CCC3C2CCC4(C3CC=C4C5=CN=CC=C5)C)O. Drug 2: CN(CC1=CN=C2C(=N1)C(=NC(=N2)N)N)C3=CC=C(C=C3)C(=O)NC(CCC(=O)O)C(=O)O. Cell line: NCI-H226. Synergy scores: CSS=9.85, Synergy_ZIP=-0.195, Synergy_Bliss=2.91, Synergy_Loewe=-0.756, Synergy_HSA=1.52. (3) Drug 1: C1C(C(OC1N2C=NC(=NC2=O)N)CO)O. Drug 2: N.N.Cl[Pt+2]Cl. Cell line: A498. Synergy scores: CSS=38.2, Synergy_ZIP=-0.250, Synergy_Bliss=3.64, Synergy_Loewe=3.56, Synergy_HSA=4.08. (4) Drug 1: CNC(=O)C1=CC=CC=C1SC2=CC3=C(C=C2)C(=NN3)C=CC4=CC=CC=N4. Drug 2: C1=CN(C=N1)CC(O)(P(=O)(O)O)P(=O)(O)O. Cell line: UACC62. Synergy scores: CSS=4.28, Synergy_ZIP=-1.17, Synergy_Bliss=0.800, Synergy_Loewe=0.148, Synergy_HSA=0.594.